Dataset: Full USPTO retrosynthesis dataset with 1.9M reactions from patents (1976-2016). Task: Predict the reactants needed to synthesize the given product. Given the product [CH2:36]([O:1][C:2]1[CH:3]=[C:4]([CH:31]=[CH:32][C:33]=1[O:34][CH3:35])[CH2:5][CH:6]1[C:15]2[C:10](=[CH:11][C:12]([O:18][CH3:19])=[C:13]([O:16][CH3:17])[CH:14]=2)[CH2:9][CH2:8][N:7]1[CH2:20][C:21]([NH:23][CH2:24][C:25]1[CH:30]=[CH:29][CH:28]=[CH:27][CH:26]=1)=[O:22])[CH2:37][CH3:38], predict the reactants needed to synthesize it. The reactants are: [OH:1][C:2]1[CH:3]=[C:4]([CH:31]=[CH:32][C:33]=1[O:34][CH3:35])[CH2:5][CH:6]1[C:15]2[C:10](=[CH:11][C:12]([O:18][CH3:19])=[C:13]([O:16][CH3:17])[CH:14]=2)[CH2:9][CH2:8][N:7]1[CH2:20][C:21]([NH:23][CH2:24][C:25]1[CH:30]=[CH:29][CH:28]=[CH:27][CH:26]=1)=[O:22].[CH2:36](Br)[CH2:37][CH3:38].